From a dataset of Catalyst prediction with 721,799 reactions and 888 catalyst types from USPTO. Predict which catalyst facilitates the given reaction. (1) Reactant: [CH2:1]([N:3]([CH2:21][CH2:22][C:23]1[N:24]=[CH:25][NH:26][CH:27]=1)[C:4](=[O:20])[NH:5][C@@H:6]([CH2:11][C:12]1[CH:17]=[CH:16][C:15]([O:18][CH3:19])=[CH:14][CH:13]=1)[C:7]([O:9]C)=[O:8])[CH3:2].[OH-].[Li+]. Product: [CH2:1]([N:3]([CH2:21][CH2:22][C:23]1[N:24]=[CH:25][NH:26][CH:27]=1)[C:4](=[O:20])[NH:5][CH:6]([CH2:11][C:12]1[CH:13]=[CH:14][C:15]([O:18][CH3:19])=[CH:16][CH:17]=1)[C:7]([OH:9])=[O:8])[CH3:2]. The catalyst class is: 20. (2) Reactant: [F:1][C@:2]1([CH3:19])[C@H:6]([OH:7])[C@@:5]([F:10])([CH2:8][OH:9])[O:4][C@H:3]1[N:11]1[CH:16]=[CH:15][C:14](=[O:17])[NH:13][C:12]1=[O:18].C1C(=O)N([Br:27])C(=O)C1. Product: [Br:27][C:15]1[C:14](=[O:17])[NH:13][C:12](=[O:18])[N:11]([C@H:3]2[C@@:2]([F:1])([CH3:19])[C@H:6]([OH:7])[C@@:5]([F:10])([CH2:8][OH:9])[O:4]2)[CH:16]=1. The catalyst class is: 3.